Task: Predict which catalyst facilitates the given reaction.. Dataset: Catalyst prediction with 721,799 reactions and 888 catalyst types from USPTO (1) Reactant: [CH3:1][C:2]12[C:13](=[O:14])[N:12]([CH2:15][C:16]([OH:18])=[O:17])[C:10]3[C:11]1=[C:6]([CH:7]=[CH:8][CH:9]=3)[NH:5][C:4](=[O:19])[CH2:3]2. The catalyst class is: 52. Product: [NH4+:5].[OH-:14].[CH3:1][C:2]12[C:13](=[O:14])[N:12]([CH2:15][C:16]([OH:18])=[O:17])[C:10]3[C:11]1=[C:6]([CH:7]=[CH:8][CH:9]=3)[NH:5][C:4](=[O:19])[CH2:3]2. (2) Reactant: [Cl:1][C:2]1[C:27]([C:28]([F:31])([F:30])[F:29])=[CH:26][CH:25]=[CH:24][C:3]=1[CH2:4][N:5]([CH2:10][CH:11]([C:18]1[CH:23]=[CH:22][CH:21]=[CH:20][CH:19]=1)[C:12]1[CH:17]=[CH:16][CH:15]=[CH:14][CH:13]=1)[CH2:6][CH2:7][CH2:8][OH:9].O[C:33]1[CH:34]=[C:35]([CH:38]=[CH:39][CH:40]=1)[CH:36]=[O:37].C1C=CC(P(C2C=CC=CC=2)C2C=CC=CC=2)=CC=1.CC(OC(/N=N/C(OC(C)C)=O)=O)C. Product: [Cl:1][C:2]1[C:27]([C:28]([F:29])([F:30])[F:31])=[CH:26][CH:25]=[CH:24][C:3]=1[CH2:4][N:5]([CH2:10][CH:11]([C:12]1[CH:17]=[CH:16][CH:15]=[CH:14][CH:13]=1)[C:18]1[CH:19]=[CH:20][CH:21]=[CH:22][CH:23]=1)[CH2:6][CH2:7][CH2:8][O:9][C:33]1[CH:34]=[C:35]([CH:38]=[CH:39][CH:40]=1)[CH:36]=[O:37]. The catalyst class is: 11. (3) The catalyst class is: 1. Reactant: [CH3:1][C:2]1([CH3:18])[O:6][C@@H:5]([C@H:7]2[O:11][C@@H:10]3[O:12][C:13]([CH3:16])([CH3:15])[O:14][C@@H:9]3[C@H:8]2[OH:17])[CH2:4][O:3]1.[CH2:19](Br)[C:20]1[CH:25]=[CH:24][CH:23]=[CH:22][CH:21]=1.[H-].[Na+]. Product: [CH3:1][C:2]1([CH3:18])[O:6][CH:5]([CH:7]2[O:11][CH:10]3[O:12][C:13]([CH3:16])([CH3:15])[O:14][CH:9]3[CH:8]2[O:17][CH2:19][C:20]2[CH:25]=[CH:24][CH:23]=[CH:22][CH:21]=2)[CH2:4][O:3]1. (4) Reactant: [Cl:1][C:2]1[CH:14]=[CH:13][C:5]([CH2:6][N:7]2[CH2:12][CH2:11][NH:10][CH2:9][CH2:8]2)=[CH:4][CH:3]=1.Br.[F:16][C:17]1[CH:45]=[CH:44][C:20]([O:21][CH2:22][CH2:23][CH2:24][N:25]2[C:29]3[CH:30]=[CH:31][CH:32]=[CH:33][C:28]=3[N:27]([CH2:34][C:35]3[CH:42]=[CH:41][C:38]([CH:39]=O)=[CH:37][CH:36]=3)[C:26]2=[NH:43])=[CH:19][CH:18]=1.C([BH3-])#N.[Na+].C(O)(=O)C. Product: [Cl:1][C:2]1[CH:14]=[CH:13][C:5]([CH2:6][N:7]2[CH2:12][CH2:11][N:10]([CH2:39][C:38]3[CH:37]=[CH:36][C:35]([CH2:34][N:27]4[C:28]5[CH:33]=[CH:32][CH:31]=[CH:30][C:29]=5[N:25]([CH2:24][CH2:23][CH2:22][O:21][C:20]5[CH:19]=[CH:18][C:17]([F:16])=[CH:45][CH:44]=5)[C:26]4=[NH:43])=[CH:42][CH:41]=3)[CH2:9][CH2:8]2)=[CH:4][CH:3]=1. The catalyst class is: 20. (5) Reactant: [N:1]1([CH2:7][CH2:8][CH2:9][OH:10])[CH2:6][CH2:5][NH:4][CH2:3][CH2:2]1.Cl[CH2:12][C:13]#[N:14].C(=O)([O-])[O-].[K+].[K+].[I-].[Na+]. Product: [C:13]([CH2:12][N:4]1[CH2:5][CH2:6][N:1]([CH2:7][CH2:8][CH2:9][OH:10])[CH2:2][CH2:3]1)#[N:14]. The catalyst class is: 3. (6) Reactant: O.CC1C=CC(S(O)(=O)=O)=CC=1.C([O:15][C:16]([C:18]1[N:23]=[C:22]([CH2:24][F:25])[CH:21]=[CH:20][N:19]=1)=[CH2:17])C.C(=O)([O-])O.[Na+]. Product: [F:25][CH2:24][C:22]1[CH:21]=[CH:20][N:19]=[C:18]([C:16](=[O:15])[CH3:17])[N:23]=1. The catalyst class is: 30. (7) The catalyst class is: 4. Product: [Br:1][C:2]1[CH:7]=[CH:6][C:5]([Cl:8])=[C:4]([CH:3]=1)[CH2:9][C:10]1[CH:15]=[CH:14][C:13]([OH:16])=[CH:12][CH:11]=1. Reactant: [Br:1][C:2]1[CH:7]=[CH:6][C:5]([Cl:8])=[C:4]([CH2:9][C:10]2[CH:15]=[CH:14][C:13]([O:16]CC)=[CH:12][CH:11]=2)[CH:3]=1.B(Br)(Br)Br.